This data is from CYP3A4 inhibition data for predicting drug metabolism from PubChem BioAssay. The task is: Regression/Classification. Given a drug SMILES string, predict its absorption, distribution, metabolism, or excretion properties. Task type varies by dataset: regression for continuous measurements (e.g., permeability, clearance, half-life) or binary classification for categorical outcomes (e.g., BBB penetration, CYP inhibition). Dataset: cyp3a4_veith. (1) The drug is O=C(O)C[n+]1ccccc1.c1ccncc1. The result is 0 (non-inhibitor). (2) The compound is NCc1ccccc1.O=C(O)NCc1ccccc1. The result is 0 (non-inhibitor).